Task: Predict which catalyst facilitates the given reaction.. Dataset: Catalyst prediction with 721,799 reactions and 888 catalyst types from USPTO (1) Reactant: [C:1]1([C:7]#[C:8][C:9]2[CH:14]=[CH:13][CH:12]=[CH:11][C:10]=2[CH:15]([OH:22])[C:16]#[C:17][Si:18]([CH3:21])([CH3:20])[CH3:19])[CH:6]=[CH:5][CH:4]=[CH:3][CH:2]=1.[H-].[Na+].I[CH3:26]. Product: [CH3:26][O:22][CH:15]([C:10]1[CH:11]=[CH:12][CH:13]=[CH:14][C:9]=1[C:8]#[C:7][C:1]1[CH:2]=[CH:3][CH:4]=[CH:5][CH:6]=1)[C:16]#[C:17][Si:18]([CH3:19])([CH3:21])[CH3:20]. The catalyst class is: 1. (2) Reactant: C(N(CC)CC)C.[C:8]([C:12]1[CH:13]=[C:14]([C:21]2[NH:25][N:24]=[N:23][CH:22]=2)[C:15]([O:19][CH3:20])=[C:16]([CH:18]=1)[NH2:17])([CH3:11])([CH3:10])[CH3:9].C1([O:32][C:33](=O)[NH:34][C:35]2[C:44]3[C:39](=[CH:40][CH:41]=[CH:42][CH:43]=3)[C:38]([O:45][C:46]3[CH:51]=[CH:50][N:49]=[C:48]([NH:52][C:53]4[CH:58]=[C:57]([O:59][CH2:60][CH2:61][O:62][CH2:63][CH2:64][O:65][CH2:66][CH2:67][O:68][CH3:69])[CH:56]=[C:55]([O:70][CH3:71])[CH:54]=4)[N:47]=3)=[CH:37][CH:36]=2)C=CC=CC=1. Product: [C:8]([C:12]1[CH:13]=[C:14]([C:21]2[NH:25][N:24]=[N:23][CH:22]=2)[C:15]([O:19][CH3:20])=[C:16]([NH:17][C:33]([NH:34][C:35]2[C:44]3[C:39](=[CH:40][CH:41]=[CH:42][CH:43]=3)[C:38]([O:45][C:46]3[CH:51]=[CH:50][N:49]=[C:48]([NH:52][C:53]4[CH:58]=[C:57]([O:59][CH2:60][CH2:61][O:62][CH2:63][CH2:64][O:65][CH2:66][CH2:67][O:68][CH3:69])[CH:56]=[C:55]([O:70][CH3:71])[CH:54]=4)[N:47]=3)=[CH:37][CH:36]=2)=[O:32])[CH:18]=1)([CH3:11])([CH3:9])[CH3:10]. The catalyst class is: 480. (3) Reactant: [Cl:1][C:2]1[C:10]([C:11]#[N:12])=[CH:9][CH:8]=[C:7]2[C:3]=1[CH:4]=[C:5]([CH2:19][CH2:20][CH3:21])[N:6]2[CH2:13]/[C:14](=[N:17]/[H])/[NH:15][OH:16].C(P1(=O)OP(CCC)(=O)OP(CCC)(=O)O1)CC.[CH3:40][N:41]1[C:45]([C:46](O)=O)=[CH:44][C:43]([CH3:49])=[N:42]1.CCN(C(C)C)C(C)C. Product: [Cl:1][C:2]1[C:10]([C:11]#[N:12])=[CH:9][CH:8]=[C:7]2[C:3]=1[CH:4]=[C:5]([CH2:19][CH2:20][CH3:21])[N:6]2[CH2:13][C:14]1[N:17]=[C:46]([C:45]2[N:41]([CH3:40])[N:42]=[C:43]([CH3:49])[CH:44]=2)[O:16][N:15]=1. The catalyst class is: 1. (4) Reactant: C([N:8]1[CH2:13][CH2:12][N:11]([CH:14]2[CH2:20][CH:19]3[C:21](=[CH2:22])[CH:16]([CH2:17][CH2:18]3)[CH2:15]2)[CH2:10][CH2:9]1)C1C=CC=CC=1. Product: [CH3:22][CH:21]1[CH:16]2[CH2:17][CH2:18][CH:19]1[CH2:20][CH:14]([N:11]1[CH2:12][CH2:13][NH:8][CH2:9][CH2:10]1)[CH2:15]2. The catalyst class is: 105. (5) Reactant: [C:1]1([S:7]([N:10]2[C:14]3=[N:15][CH:16]=[CH:17][CH:18]=[C:13]3[CH:12]=[C:11]2[CH:19]([OH:25])[CH2:20][C:21]([CH3:24])([CH3:23])[CH3:22])(=[O:9])=[O:8])[CH:6]=[CH:5][CH:4]=[CH:3][CH:2]=1.CC(OI1(OC(C)=O)(OC(C)=O)OC(=O)C2C=CC=CC1=2)=O. Product: [C:1]1([S:7]([N:10]2[C:14]3=[N:15][CH:16]=[CH:17][CH:18]=[C:13]3[CH:12]=[C:11]2[C:19](=[O:25])[CH2:20][C:21]([CH3:23])([CH3:22])[CH3:24])(=[O:8])=[O:9])[CH:2]=[CH:3][CH:4]=[CH:5][CH:6]=1. The catalyst class is: 4. (6) Reactant: Br[C:2]1[CH:7]=[CH:6][C:5]([N+:8]([O-:10])=[O:9])=[C:4]([CH3:11])[N:3]=1.[NH:12]1[CH:16]=[N:15][CH:14]=[N:13]1.C(=O)([O-])[O-].[K+].[K+].O. The catalyst class is: 16. Product: [CH3:11][C:4]1[C:5]([N+:8]([O-:10])=[O:9])=[CH:6][CH:7]=[C:2]([N:12]2[CH:16]=[N:15][CH:14]=[N:13]2)[N:3]=1. (7) Reactant: [CH3:1][C:2]1[CH:22]=[CH:21][C:5]([C:6]([CH:8]2[CH2:13][CH2:12][N:11](C(OC(C)(C)C)=O)[CH2:10][CH2:9]2)=[O:7])=[CH:4][N:3]=1. Product: [CH3:1][C:2]1[N:3]=[CH:4][C:5]([C:6]([CH:8]2[CH2:13][CH2:12][NH:11][CH2:10][CH2:9]2)=[O:7])=[CH:21][CH:22]=1. The catalyst class is: 157.